This data is from Forward reaction prediction with 1.9M reactions from USPTO patents (1976-2016). The task is: Predict the product of the given reaction. (1) Given the reactants [Br:1][C:2]1[CH:3]=[CH:4][C:5]([F:21])=[C:6]([C@@:8]2([CH3:20])[NH:16][C:15](=S)[C:11]3([CH2:14][CH2:13][CH2:12]3)[S:10](=[O:19])(=[O:18])[CH2:9]2)[CH:7]=1.[NH3:22], predict the reaction product. The product is: [Br:1][C:2]1[CH:3]=[CH:4][C:5]([F:21])=[C:6]([C@@:8]2([CH3:20])[N:16]=[C:15]([NH2:22])[C:11]3([CH2:14][CH2:13][CH2:12]3)[S:10](=[O:19])(=[O:18])[CH2:9]2)[CH:7]=1. (2) Given the reactants [NH2:1][C:2]1[CH:7]=[CH:6][C:5]([C:8]#[N:9])=[CH:4][N:3]=1.N1C=CC=CC=1.[Cl:16][C:17]1[CH:18]=[C:19]([C:24]2([C:39]([F:42])([F:41])[F:40])[O:28][N:27]=[C:26]([C:29]3[CH:37]=[CH:36][C:32]([C:33](Cl)=[O:34])=[C:31]([CH3:38])[CH:30]=3)[CH2:25]2)[CH:20]=[C:21]([Cl:23])[CH:22]=1, predict the reaction product. The product is: [C:8]([C:5]1[CH:6]=[CH:7][C:2]([NH:1][C:33](=[O:34])[C:32]2[CH:36]=[CH:37][C:29]([C:26]3[CH2:25][C:24]([C:19]4[CH:20]=[C:21]([Cl:23])[CH:22]=[C:17]([Cl:16])[CH:18]=4)([C:39]([F:42])([F:41])[F:40])[O:28][N:27]=3)=[CH:30][C:31]=2[CH3:38])=[N:3][CH:4]=1)#[N:9]. (3) Given the reactants [CH:10]1(N=C=N[CH:10]2[CH2:15][CH2:14][CH2:13][CH2:12][CH2:11]2)[CH2:15][CH2:14][CH2:13][CH2:12][CH2:11]1.[CH:16]1[CH:21]=[CH:20][C:19]([C@@H:22]([OH:25])[CH2:23][OH:24])=[CH:18][CH:17]=1.[C:26]([O:30][CH2:31][CH2:32][CH2:33][CH2:34][CH2:35][CH2:36][O:37][C:38]1[CH:48]=[CH:47][C:41]([CH:42]=[CH:43][C:44]([OH:46])=O)=[CH:40][CH:39]=1)(=[O:29])[CH:27]=[CH2:28], predict the reaction product. The product is: [C:26]([O:30][CH2:31][CH2:32][CH2:33][CH2:34][CH2:35][CH2:36][O:37][C:10]1[CH:11]=[CH:12][C:13]([CH:42]=[CH:43][C:44]([O:24][CH2:23][C@H:22]([O:25][C:44](=[O:46])[CH:43]=[CH:42][C:41]2[CH:40]=[CH:39][C:38]([O:37][CH2:36][CH2:35][CH2:34][CH2:33][CH2:32][CH2:31][O:30][C:26](=[O:29])[CH:27]=[CH2:28])=[CH:48][CH:47]=2)[C:19]2[CH:20]=[CH:21][CH:16]=[CH:17][CH:18]=2)=[O:46])=[CH:14][CH:15]=1)(=[O:29])[CH:27]=[CH2:28]. (4) Given the reactants [C:1]1([CH3:11])[CH:6]=[CH:5][C:4]([S:7](Cl)(=[O:9])=[O:8])=[CH:3][CH:2]=1.[NH2:12][C@H:13]([C:15]([OH:17])=[O:16])[CH3:14], predict the reaction product. The product is: [C:1]1([CH3:11])[CH:6]=[CH:5][C:4]([S:7]([NH:12][C@H:13]([C:15]([OH:17])=[O:16])[CH3:14])(=[O:9])=[O:8])=[CH:3][CH:2]=1. (5) Given the reactants [F:1][C:2]1[CH:3]=[C:4]([CH:13]([NH:17][C:18]([N:20]2[CH2:25][C:24](=[O:26])[N:23]([CH2:27][O:28][CH2:29][CH2:30][Si:31]([CH3:34])([CH3:33])[CH3:32])[C:22]3[CH:35]=[C:36](I)[CH:37]=[N:38][C:21]2=3)=[O:19])[CH2:14][O:15][CH3:16])[CH:5]=[CH:6][C:7]=1[O:8][C:9]([F:12])([F:11])[F:10].CC1(C)C(C)(C)OB(B2OC(C)(C)C(C)(C)O2)[O:42]1.C([O-])(=O)C.[K+].[OH-].[Na+].OO.Cl, predict the reaction product. The product is: [F:1][C:2]1[CH:3]=[C:4]([CH:13]([NH:17][C:18]([N:20]2[CH2:25][C:24](=[O:26])[N:23]([CH2:27][O:28][CH2:29][CH2:30][Si:31]([CH3:34])([CH3:33])[CH3:32])[C:22]3[CH:35]=[C:36]([OH:42])[CH:37]=[N:38][C:21]2=3)=[O:19])[CH2:14][O:15][CH3:16])[CH:5]=[CH:6][C:7]=1[O:8][C:9]([F:12])([F:11])[F:10]. (6) Given the reactants [CH2:1]([N:8]1[CH2:13][CH2:12][C:11](=O)[CH2:10][CH2:9]1)[C:2]1[CH:7]=[CH:6][CH:5]=[CH:4][CH:3]=1.[C:15]1([NH2:21])[CH:20]=[CH:19][CH:18]=[CH:17][CH:16]=1.[C-:22]#[N:23].[K+].[OH-].[NH4+], predict the reaction product. The product is: [CH2:1]([N:8]1[CH2:13][CH2:12][C:11]([NH:21][C:15]2[CH:20]=[CH:19][CH:18]=[CH:17][CH:16]=2)([C:22]#[N:23])[CH2:10][CH2:9]1)[C:2]1[CH:7]=[CH:6][CH:5]=[CH:4][CH:3]=1. (7) Given the reactants [F:1][C:2]1[CH:11]=[C:10]2[C:5]([CH:6]=[CH:7][C:8](=[O:28])[N:9]2[CH2:12][CH2:13][N:14]2[CH2:19][CH2:18][CH:17]([NH:20]C(=O)OC(C)(C)C)[CH2:16][CH2:15]2)=[N+:4]([O-:29])[CH:3]=1.[ClH:30], predict the reaction product. The product is: [ClH:30].[ClH:30].[NH2:20][CH:17]1[CH2:16][CH2:15][N:14]([CH2:13][CH2:12][N:9]2[C:10]3[CH:11]=[C:2]([F:1])[CH:3]=[N+:4]([O-:29])[C:5]=3[CH:6]=[CH:7][C:8]2=[O:28])[CH2:19][CH2:18]1.